From a dataset of Forward reaction prediction with 1.9M reactions from USPTO patents (1976-2016). Predict the product of the given reaction. Given the reactants [F:1][C:2]1[C:3]([NH:12][C:13]2[CH:18]=[CH:17][C:16]([I:19])=[CH:15][C:14]=2[F:20])=[C:4]([CH:8]=[CH:9][C:10]=1[F:11])[C:5]([OH:7])=O.C[N:22]([CH2:27][CH2:28][C:29]1[CH:34]=CC=[CH:31][N:30]=1)[CH:23]1[CH2:26][NH:25][CH2:24]1.O=[C:36]1CN(C(OC(C)(C)C)=O)C1, predict the reaction product. The product is: [F:1][C:2]1[C:3]([NH:12][C:13]2[CH:18]=[CH:17][C:16]([I:19])=[CH:15][C:14]=2[F:20])=[C:4]([C:5]([N:25]2[CH2:24][CH:23]([N:22]3[CH2:27][CH2:28][CH:29]([N:30]([CH3:31])[CH3:36])[CH2:34]3)[CH2:26]2)=[O:7])[CH:8]=[CH:9][C:10]=1[F:11].